The task is: Predict the product of the given reaction.. This data is from Forward reaction prediction with 1.9M reactions from USPTO patents (1976-2016). (1) Given the reactants CC([O:4][CH2:5][C@H:6]1[O:11][C@@H:10]([O:12]C2C=CC([N+]([O-])=O)=CC=2Cl)[C@H:9]2[O:23]C([O:26][C@H:8]2[C@@H:7]1[O:27]C(C)=O)=O)=O, predict the reaction product. The product is: [CH2:5]([OH:4])[C@H:6]1[O:11][CH:10]([OH:12])[C@@H:9]([OH:23])[C@@H:8]([OH:26])[C@@H:7]1[OH:27]. (2) Given the reactants [ClH:1].[C:2]([C:5]1[CH:11]=[CH:10][CH:9]=[CH:8][C:6]=1[NH2:7])(=[O:4])[CH3:3].[N:12]([O-])=O.[Na+], predict the reaction product. The product is: [ClH:1].[N:7]1[C:6]2[C:5](=[CH:11][CH:10]=[CH:9][CH:8]=2)[C:2]([OH:4])=[CH:3][N:12]=1. (3) Given the reactants C(O)(C(F)(F)F)=O.[CH3:8][N:9]1[CH:13]=[C:12]([NH:14][C:15]2[N:16]=[C:17]([O:32][CH2:33][C@H:34]3[C@H:38]([CH3:39])[CH2:37][NH:36][CH2:35]3)[C:18]3[CH:23]=[CH:22][N:21]([CH2:24][O:25][CH2:26][CH2:27][Si:28]([CH3:31])([CH3:30])[CH3:29])[C:19]=3[N:20]=2)[CH:11]=[N:10]1.CCN(C(C)C)C(C)C.[C:49](Cl)(=[O:52])[CH:50]=[CH2:51], predict the reaction product. The product is: [CH3:39][C@H:38]1[C@H:34]([CH2:33][O:32][C:17]2[C:18]3[CH:23]=[CH:22][N:21]([CH2:24][O:25][CH2:26][CH2:27][Si:28]([CH3:31])([CH3:30])[CH3:29])[C:19]=3[N:20]=[C:15]([NH:14][C:12]3[CH:11]=[N:10][N:9]([CH3:8])[CH:13]=3)[N:16]=2)[CH2:35][N:36]([C:49](=[O:52])[CH:50]=[CH2:51])[CH2:37]1.